The task is: Predict the product of the given reaction.. This data is from Forward reaction prediction with 1.9M reactions from USPTO patents (1976-2016). (1) The product is: [CH3:14][C:15]1([CH3:23])[O:20][C:19](=[O:21])[CH:18]([C:11]([C:7]2[CH:6]=[C:5]3[C:10](=[CH:9][CH:8]=2)[N:1]=[CH:2][CH:3]=[CH:4]3)=[O:13])[C:17](=[O:22])[O:16]1. Given the reactants [N:1]1[C:10]2[C:5](=[CH:6][C:7]([C:11]([OH:13])=O)=[CH:8][CH:9]=2)[CH:4]=[CH:3][CH:2]=1.[CH3:14][C:15]1([CH3:23])[O:20][C:19](=[O:21])[CH2:18][C:17](=[O:22])[O:16]1.C(Cl)CCl, predict the reaction product. (2) Given the reactants [C:1]1([CH:7]2[CH2:12][C:11](=[O:13])[CH2:10][C:9](=O)[CH2:8]2)[CH:6]=[CH:5][CH:4]=[CH:3][CH:2]=1.[Br:15][C:16]1[CH:17]=[C:18]([CH:21]=[C:22]([O:25][CH3:26])[C:23]=1[OH:24])C=O.[CH3:27]/[C:28](/[NH2:32])=[CH:29]\[C:30]#[N:31].[CH2:33](O)C, predict the reaction product. The product is: [Br:15][C:16]1[CH:17]=[C:18]([N:32]2[C:9]3[CH2:8][CH:7]([C:1]4[CH:2]=[CH:3][CH:4]=[CH:5][CH:6]=4)[CH2:12][C:11](=[O:13])[C:10]=3[CH2:33][C:29]([C:30]#[N:31])=[C:28]2[CH3:27])[CH:21]=[C:22]([O:25][CH3:26])[C:23]=1[OH:24]. (3) Given the reactants [NH2:1][C@@H:2]1[CH2:7][CH2:6][C@H:5]([N:8]2[C:12]3[N:13]=[CH:14][N:15]=[C:16]([NH2:17])[C:11]=3[C:10]([C:18]3[CH:23]=[CH:22][CH:21]=[C:20]([O:24][CH2:25][C:26]4[CH:31]=[CH:30][CH:29]=[CH:28][CH:27]=4)[CH:19]=3)=[CH:9]2)[CH2:4][CH2:3]1.[CH3:32][S:33](Cl)(=[O:35])=[O:34].C(N(CC)CC)C, predict the reaction product. The product is: [NH2:17][C:16]1[C:11]2[C:10]([C:18]3[CH:23]=[CH:22][CH:21]=[C:20]([O:24][CH2:25][C:26]4[CH:27]=[CH:28][CH:29]=[CH:30][CH:31]=4)[CH:19]=3)=[CH:9][N:8]([C@@H:5]3[CH2:4][CH2:3][C@H:2]([NH:1][S:33]([CH3:32])(=[O:35])=[O:34])[CH2:7][CH2:6]3)[C:12]=2[N:13]=[CH:14][N:15]=1. (4) Given the reactants [F:1][C:2]1[CH:10]=[C:9]([F:11])[CH:8]=[C:7]([F:12])[C:3]=1[C:4](O)=[O:5].CN(C=O)C.C(Cl)(=O)C([Cl:21])=O, predict the reaction product. The product is: [F:1][C:2]1[CH:10]=[C:9]([F:11])[CH:8]=[C:7]([F:12])[C:3]=1[C:4]([Cl:21])=[O:5]. (5) Given the reactants [F:1][C:2]1[CH:37]=[CH:36][C:5]([CH2:6][N:7]2[C:19](=[O:20])[C:18]3[C:17]([O:21][Si](C(C)C)(C(C)C)C(C)C)=[C:16]4[C:11]([CH:12]=[CH:13][CH:14]=[N:15]4)=[C:10]([O:32][CH3:33])[C:9]=3[C:8]2(O)[CH3:34])=[CH:4][CH:3]=1.B(F)(F)F.CCOCC.C([SiH](CC)CC)C, predict the reaction product. The product is: [F:1][C:2]1[CH:3]=[CH:4][C:5]([CH2:6][N:7]2[C:19](=[O:20])[C:18]3[C:17]([OH:21])=[C:16]4[C:11]([CH:12]=[CH:13][CH:14]=[N:15]4)=[C:10]([O:32][CH3:33])[C:9]=3[CH:8]2[CH3:34])=[CH:36][CH:37]=1. (6) The product is: [NH2:21][C:19]([NH:1][C:2]1[C:3]([C:14]([NH2:16])=[O:15])=[N:4][N:5]([C:7]2[CH:8]=[CH:9][C:10]([Cl:13])=[CH:11][CH:12]=2)[CH:6]=1)=[O:20]. Given the reactants [NH2:1][C:2]1[C:3]([C:14]([NH2:16])=[O:15])=[N:4][N:5]([C:7]2[CH:12]=[CH:11][C:10]([Cl:13])=[CH:9][CH:8]=2)[CH:6]=1.ClC(Cl)(Cl)[C:19]([N:21]=C=O)=[O:20].N, predict the reaction product.